From a dataset of Full USPTO retrosynthesis dataset with 1.9M reactions from patents (1976-2016). Predict the reactants needed to synthesize the given product. Given the product [CH2:1]([N:3]([CH3:48])[CH2:4][C:5]([N:7]1[C:15]2[C:10](=[CH:11][C:12]([O:46][CH3:47])=[C:13]([NH:16][C:17]3[N:30]=[C:21]([NH:22][C:23]4[CH:24]=[CH:25][CH:26]=[C:27]([F:32])[C:28]=4[C:29]([NH:50][CH3:49])=[O:31])[C:20]4[CH:33]=[CH:34][N:35]([S:36]([C:39]5[CH:44]=[CH:43][C:42]([CH3:45])=[CH:41][CH:40]=5)(=[O:37])=[O:38])[C:19]=4[N:18]=3)[CH:14]=2)[CH2:9][CH2:8]1)=[O:6])[CH3:2], predict the reactants needed to synthesize it. The reactants are: [CH2:1]([N:3]([CH3:48])[CH2:4][C:5]([N:7]1[C:15]2[C:10](=[CH:11][C:12]([O:46][CH3:47])=[C:13]([NH:16][C:17]3[N:30]4[C:21](=[N:22][C:23]5[C:28]([C:29]4=[O:31])=[C:27]([F:32])[CH:26]=[CH:25][CH:24]=5)[C:20]4[CH:33]=[CH:34][N:35]([S:36]([C:39]5[CH:44]=[CH:43][C:42]([CH3:45])=[CH:41][CH:40]=5)(=[O:38])=[O:37])[C:19]=4[N:18]=3)[CH:14]=2)[CH2:9][CH2:8]1)=[O:6])[CH3:2].[CH3:49][NH2:50].